Predict the product of the given reaction. From a dataset of Forward reaction prediction with 1.9M reactions from USPTO patents (1976-2016). (1) Given the reactants C[O:2][C:3](=O)[CH2:4][C:5]([C:8]([F:11])([F:10])[F:9])([OH:7])[CH3:6].[OH-].[NH4+:14], predict the reaction product. The product is: [F:9][C:8]([F:11])([F:10])[C:5]([OH:7])([CH3:6])[CH2:4][C:3]([NH2:14])=[O:2]. (2) Given the reactants [CH2:1]([N:8]1[CH2:14][CH2:13][CH2:12][CH2:11][CH:10]([NH2:15])[CH2:9]1)[C:2]1[CH:7]=[CH:6][CH:5]=[CH:4][CH:3]=1.[C:16](O[C:16]([O:17][C:18]([CH3:21])([CH3:20])[CH3:19])=[O:22])(=[O:22])[O:17][C:18]([CH3:21])([CH3:20])[CH3:19], predict the reaction product. The product is: [CH2:1]([N:8]1[CH2:14][CH2:13][CH2:12][CH2:11][CH:10]([NH:15][C:16]([O:17][C:18]([CH3:21])([CH3:20])[CH3:19])=[O:22])[CH2:9]1)[C:2]1[CH:3]=[CH:4][CH:5]=[CH:6][CH:7]=1. (3) Given the reactants [Cl:1][C:2]1[CH:36]=[CH:35][C:5]([O:6][C:7]2[CH:12]=[CH:11][C:10]([N:13]3[C@@H:17]([C:18]4[CH:23]=[CH:22][CH:21]=[C:20]([C:24]([F:27])([F:26])[F:25])[CH:19]=4)[CH2:16][N:15]([CH2:28][CH2:29][S:30]([NH2:33])(=[O:32])=[O:31])[C:14]3=[O:34])=[CH:9][CH:8]=2)=[CH:4][CH:3]=1.[C:37](Cl)(=[O:39])[CH3:38].C(N(CC)CC)C.[OH-].[Na+], predict the reaction product. The product is: [Cl:1][C:2]1[CH:3]=[CH:4][C:5]([O:6][C:7]2[CH:8]=[CH:9][C:10]([N:13]3[C@@H:17]([C:18]4[CH:23]=[CH:22][CH:21]=[C:20]([C:24]([F:27])([F:25])[F:26])[CH:19]=4)[CH2:16][N:15]([CH2:28][CH2:29][S:30]([NH:33][C:37](=[O:39])[CH3:38])(=[O:32])=[O:31])[C:14]3=[O:34])=[CH:11][CH:12]=2)=[CH:35][CH:36]=1. (4) Given the reactants C(=O)([O-])[O-].[K+].[K+].Br[CH2:8][CH2:9]Br.[NH2:11][C:12]1[CH:17]=[CH:16][CH:15]=[CH:14][C:13]=1[SH:18], predict the reaction product. The product is: [S:18]1[C:13]2[CH:14]=[CH:15][CH:16]=[CH:17][C:12]=2[NH:11][CH2:9][CH2:8]1. (5) Given the reactants [OH:1][CH2:2][CH2:3][O:4][C:5]1[CH:10]=[CH:9][C:8]([C:11]([C:13]2[CH:18]=[CH:17][C:16]([OH:19])=[CH:15][CH:14]=2)=O)=[CH:7][CH:6]=1.[CH3:20][C:21]1([CH3:30])[CH2:26][C:25]([CH3:28])([CH3:27])[CH2:24][C:23](=O)[CH2:22]1, predict the reaction product. The product is: [OH:1][CH2:2][CH2:3][O:4][C:5]1[CH:10]=[CH:9][C:8]([C:11](=[C:23]2[CH2:24][C:25]([CH3:28])([CH3:27])[CH2:26][C:21]([CH3:30])([CH3:20])[CH2:22]2)[C:13]2[CH:18]=[CH:17][C:16]([OH:19])=[CH:15][CH:14]=2)=[CH:7][CH:6]=1. (6) Given the reactants Cl[C:2]1[N:3]=[CH:4][C:5]([C:8]([OH:10])=[O:9])=[N:6][CH:7]=1.CN(C)C=O.[NH:16]1[CH2:21][CH2:20][CH:19]([C:22]([O:24][CH2:25][CH3:26])=[O:23])[CH2:18][CH2:17]1.C(N(C(C)C)CC)(C)C, predict the reaction product. The product is: [CH2:25]([O:24][C:22]([CH:19]1[CH2:20][CH2:21][N:16]([C:2]2[N:3]=[CH:4][C:5]([C:8]([OH:10])=[O:9])=[N:6][CH:7]=2)[CH2:17][CH2:18]1)=[O:23])[CH3:26]. (7) Given the reactants [OH:1][NH:2][C:3]([C:5]1[C:9]([NH:10][CH2:11][CH2:12][NH:13][S:14]([CH3:17])(=[O:16])=[O:15])=[N:8][O:7][N:6]=1)=[NH:4].[Cl:18][C:19]1[CH:20]=[C:21]([CH:23]=[CH:24][C:25]=1[F:26])N, predict the reaction product. The product is: [Cl:18][C:19]1[CH:20]=[C:21]([NH:4][C:3]([C:5]2[C:9]([NH:10][CH2:11][CH2:12][NH:13][S:14]([CH3:17])(=[O:16])=[O:15])=[N:8][O:7][N:6]=2)=[N:2][OH:1])[CH:23]=[CH:24][C:25]=1[F:26].